Dataset: Full USPTO retrosynthesis dataset with 1.9M reactions from patents (1976-2016). Task: Predict the reactants needed to synthesize the given product. (1) Given the product [CH2:1]([C:9]1[N:13]=[C:12]([C:14]2[CH:21]=[CH:20][C:17]([CH2:18][NH:29][CH2:28][C:27]3[CH:26]=[CH:25][C:24]([C:23]([F:22])([F:32])[F:33])=[CH:31][CH:30]=3)=[CH:16][CH:15]=2)[O:11][N:10]=1)[CH2:2][CH2:3][CH2:4][CH2:5][CH2:6][CH2:7][CH3:8], predict the reactants needed to synthesize it. The reactants are: [CH2:1]([C:9]1[N:13]=[C:12]([C:14]2[CH:21]=[CH:20][C:17]([CH:18]=O)=[CH:16][CH:15]=2)[O:11][N:10]=1)[CH2:2][CH2:3][CH2:4][CH2:5][CH2:6][CH2:7][CH3:8].[F:22][C:23]([F:33])([F:32])[C:24]1[CH:31]=[CH:30][C:27]([CH2:28][NH2:29])=[CH:26][CH:25]=1. (2) Given the product [CH2:1]([O:3][C:4](=[O:35])[CH2:5][C:6]1[CH:7]=[C:8]([C:14]2[CH:19]=[CH:18][C:17]([NH:20][C:36](=[O:38])[CH3:37])=[CH:16][C:15]=2[CH2:21][N:22]([C:25]([O:27][CH2:28][C:29]2[CH:34]=[CH:33][CH:32]=[CH:31][CH:30]=2)=[O:26])[CH2:23][CH3:24])[C:9]([O:12][CH3:13])=[CH:10][CH:11]=1)[CH3:2], predict the reactants needed to synthesize it. The reactants are: [CH2:1]([O:3][C:4](=[O:35])[CH2:5][C:6]1[CH:7]=[C:8]([C:14]2[CH:19]=[CH:18][C:17]([NH2:20])=[CH:16][C:15]=2[CH2:21][N:22]([C:25]([O:27][CH2:28][C:29]2[CH:34]=[CH:33][CH:32]=[CH:31][CH:30]=2)=[O:26])[CH2:23][CH3:24])[C:9]([O:12][CH3:13])=[CH:10][CH:11]=1)[CH3:2].[C:36](Cl)(=[O:38])[CH3:37]. (3) Given the product [NH:1]1[C:9]2[C:4](=[CH:5][C:6]([NH:10][C:11]3[C:12]4[C:19]5[CH2:20][CH2:21][CH:22]([C:24]([NH:27][C:28]6[CH:33]=[CH:32][CH:31]=[CH:30][C:29]=6[CH3:34])=[O:25])[CH2:23][C:18]=5[S:17][C:13]=4[N:14]=[CH:15][N:16]=3)=[CH:7][CH:8]=2)[CH:3]=[N:2]1, predict the reactants needed to synthesize it. The reactants are: [NH:1]1[C:9]2[C:4](=[CH:5][C:6]([NH:10][C:11]3[C:12]4[C:19]5[CH2:20][CH2:21][CH:22]([C:24](O)=[O:25])[CH2:23][C:18]=5[S:17][C:13]=4[N:14]=[CH:15][N:16]=3)=[CH:7][CH:8]=2)[CH:3]=[N:2]1.[NH2:27][C:28]1[C:29]([CH3:34])=[CH:30][CH:31]=[CH:32][CH:33]=1.C(N(CC)C(C)C)(C)C.C(P1(=O)OP(CCC)(=O)OP(CCC)(=O)O1)CC.C(P(OP(CCC)=O)=O)CC. (4) The reactants are: [C:1]([O:5][C:6]([N:8]([C:16]1[C:21]([CH3:23])([CH3:22])[S:20](=[O:25])(=[O:24])[CH2:19][C@:18]([C:27]2[CH:32]=[C:31]([N+:33]([O-:35])=[O:34])[CH:30]=[CH:29][C:28]=2[F:36])([CH3:26])[N:17]=1)[C:9](=[O:15])[O:10][C:11]([CH3:14])([CH3:13])[CH3:12])=[O:7])([CH3:4])([CH3:3])[CH3:2].C[Si]([N-][Si](C)(C)C)(C)C.[K+].[CH2:47](Br)[CH:48]=[CH2:49].[NH4+].[Cl-]. Given the product [CH2:49]([CH:19]1[C@:18]([C:27]2[CH:32]=[C:31]([N+:33]([O-:35])=[O:34])[CH:30]=[CH:29][C:28]=2[F:36])([CH3:26])[N:17]=[C:16]([N:8]([C:6]([O:5][C:1]([CH3:2])([CH3:3])[CH3:4])=[O:7])[C:9](=[O:15])[O:10][C:11]([CH3:12])([CH3:13])[CH3:14])[C:21]([CH3:23])([CH3:22])[S:20]1(=[O:25])=[O:24])[CH:48]=[CH2:47], predict the reactants needed to synthesize it. (5) Given the product [OH:4][CH2:5][CH2:6][N:7]1[C:20]2[C:15](=[CH:16][C:17]([CH2:21][CH:22]3[CH2:29][CH2:28][CH2:27][CH2:26][CH2:25][CH2:24][CH2:23]3)=[CH:18][CH:19]=2)[C:9]2([CH2:10][CH2:11][NH:12][CH2:13][CH2:14]2)[C:8]1=[O:30], predict the reactants needed to synthesize it. The reactants are: CC([O:4][CH2:5][CH2:6][N:7]1[C:20]2[C:15](=[CH:16][C:17]([CH2:21][CH:22]3[CH2:29][CH2:28][CH2:27][CH2:26][CH2:25][CH2:24][CH2:23]3)=[CH:18][CH:19]=2)[C:9]2([CH2:14][CH2:13][NH:12][CH2:11][CH2:10]2)[C:8]1=[O:30])=O.C[O-].[Na+]. (6) Given the product [Br:18][C:11]1[CH:12]=[C:13]2[C:8]([N:7]([CH:15]([CH3:17])[CH3:16])[CH2:6][CH2:5][N:4]2[CH:1]([CH3:3])[CH3:2])=[CH:9][C:10]=1[CH3:14], predict the reactants needed to synthesize it. The reactants are: [CH:1]([N:4]1[C:13]2[C:8](=[CH:9][C:10]([CH3:14])=[CH:11][CH:12]=2)[N:7]([CH:15]([CH3:17])[CH3:16])[CH2:6][CH2:5]1)([CH3:3])[CH3:2].[Br-:18].[Br-].[Br-].C([N+](CCCC)(CCCC)CCCC)CCC.C([N+](CCCC)(CCCC)CCCC)CCC.C([N+](CCCC)(CCCC)CCCC)CCC.